This data is from Reaction yield outcomes from USPTO patents with 853,638 reactions. The task is: Predict the reaction yield, written as a fraction of the theoretical maximum amount of product (1.0 means a 100% yield; for example, 0.34 means a 34% yield). (1) The reactants are [F:1][C:2]1[CH:7]=[C:6]([CH3:8])[CH:5]=[CH:4][C:3]=1[C:9]1[CH:14]=[C:13]([CH:15]=[CH2:16])[CH:12]=[C:11]([C:17]([OH:19])=O)[CH:10]=1.C(C1N[CH:29]=[CH:30][N:31]=1)(C1NC=CN=1)=O.[CH2:32]1COCC1. No catalyst specified. The product is [F:1][C:2]1[CH:7]=[C:6]([CH3:8])[CH:5]=[CH:4][C:3]=1[C:9]1[CH:14]=[C:13]([CH:15]=[CH2:16])[CH:12]=[C:11]([C:17]([NH:31][CH:30]([CH3:32])[CH3:29])=[O:19])[CH:10]=1. The yield is 0.840. (2) The reactants are [CH3:1][C:2]1([CH3:24])[CH2:11][CH2:10][C:9]2[C:4](=[CH:5][CH:6]=[C:7]([S:12]([NH:15][CH2:16][C:17]([O:19][C:20]([CH3:23])([CH3:22])[CH3:21])=[O:18])(=[O:14])=[O:13])[CH:8]=2)[O:3]1.CCN(P1(N(C)CCCN1C)=NC(C)(C)C)CC.[Br:43][C:44]1[CH:49]=[C:48]([F:50])[CH:47]=[C:46]([CH2:51]Br)[CH:45]=1. The catalyst is CC#N. The product is [Br:43][C:44]1[CH:45]=[C:46]([CH:47]=[C:48]([F:50])[CH:49]=1)[CH2:51][N:15]([CH2:16][C:17]([O:19][C:20]([CH3:23])([CH3:22])[CH3:21])=[O:18])[S:12]([C:7]1[CH:8]=[C:9]2[C:4](=[CH:5][CH:6]=1)[O:3][C:2]([CH3:24])([CH3:1])[CH2:11][CH2:10]2)(=[O:14])=[O:13]. The yield is 0.860. (3) The reactants are [CH2:1]([C:3]1[N:7]2[N:8]=[C:9]([CH3:28])[C:10]([C:20]3[CH:25]=[CH:24][C:23]([O:26][CH3:27])=[CH:22][CH:21]=3)=[C:11]([C:12]3[CH:19]=[CH:18][C:15]([C:16]#[N:17])=[CH:14][CH:13]=3)[C:6]2=[CH:5][CH:4]=1)[CH3:2].[OH-:29].[Na+].OO. The catalyst is CN(C)C=O. The product is [CH2:1]([C:3]1[N:7]2[N:8]=[C:9]([CH3:28])[C:10]([C:20]3[CH:25]=[CH:24][C:23]([O:26][CH3:27])=[CH:22][CH:21]=3)=[C:11]([C:12]3[CH:19]=[CH:18][C:15]([C:16]([NH2:17])=[O:29])=[CH:14][CH:13]=3)[C:6]2=[CH:5][CH:4]=1)[CH3:2]. The yield is 0.780. (4) The reactants are Cl[C:2]1[C:7]2[S:8][C:9]3[N:10]=[C:11]([N:21]([CH3:23])[CH3:22])[C:12]4[CH2:13][CH2:14][C:15]([CH3:20])([CH3:19])[CH2:16][C:17]=4[C:18]=3[C:6]=2[N:5]=[CH:4][N:3]=1.[N:24]1([CH2:30][CH2:31][NH2:32])[CH2:29][CH2:28][O:27][CH2:26][CH2:25]1. The catalyst is C(O)C. The product is [CH3:23][N:21]([CH3:22])[C:11]1[C:12]2[CH2:13][CH2:14][C:15]([CH3:20])([CH3:19])[CH2:16][C:17]=2[C:18]2[C:6]3[C:7](=[C:2]([NH:32][CH2:31][CH2:30][N:24]4[CH2:29][CH2:28][O:27][CH2:26][CH2:25]4)[N:3]=[CH:4][N:5]=3)[S:8][C:9]=2[N:10]=1. The yield is 0.760. (5) The reactants are [CH3:1][NH:2][C:3]1[CH:8]=[CH:7][CH:6]=[CH:5][CH:4]=1.CS(O[C@@H:14]([C:19]1[CH:24]=[CH:23][CH:22]=[CH:21][CH:20]=1)[C:15]([O:17][CH3:18])=[O:16])(=O)=O.Cl. The catalyst is C(#N)C. The product is [CH3:18][O:17][C:15](=[O:16])[C@H:14]([N:2]([CH3:1])[C:3]1[CH:8]=[CH:7][CH:6]=[CH:5][CH:4]=1)[C:19]1[CH:24]=[CH:23][CH:22]=[CH:21][CH:20]=1. The yield is 0.270.